Dataset: Reaction yield outcomes from USPTO patents with 853,638 reactions. Task: Predict the reaction yield, written as a fraction of the theoretical maximum amount of product (1.0 means a 100% yield; for example, 0.34 means a 34% yield). The reactants are [CH:1]1([CH:6]=[C:7]([C:18]2[NH:30][C:21]3=[N:22][CH:23]=[C:24]([O:26][CH:27]([CH3:29])[CH3:28])[CH:25]=[C:20]3[CH:19]=2)[C:8]2[CH:13]=[CH:12][C:11]([S:14]([CH3:17])(=[O:16])=[O:15])=[CH:10][CH:9]=2)[CH2:5][CH2:4][CH2:3][CH2:2]1.[H][H]. The catalyst is [Pd].CO. The product is [CH:1]1([CH2:6][CH:7]([C:18]2[NH:30][C:21]3=[N:22][CH:23]=[C:24]([O:26][CH:27]([CH3:28])[CH3:29])[CH:25]=[C:20]3[CH:19]=2)[C:8]2[CH:13]=[CH:12][C:11]([S:14]([CH3:17])(=[O:16])=[O:15])=[CH:10][CH:9]=2)[CH2:5][CH2:4][CH2:3][CH2:2]1. The yield is 0.760.